Dataset: hERG potassium channel inhibition data for cardiac toxicity prediction from Karim et al.. Task: Regression/Classification. Given a drug SMILES string, predict its toxicity properties. Task type varies by dataset: regression for continuous values (e.g., LD50, hERG inhibition percentage) or binary classification for toxic/non-toxic outcomes (e.g., AMES mutagenicity, cardiotoxicity, hepatotoxicity). Dataset: herg_karim. (1) The drug is O=C(CNC(=O)c1ccccc1)NC1CN([C@H]2CC[C@H](c3ccc4c(c3)OCO4)CC2)C1. The result is 1 (blocker). (2) The result is 1 (blocker). The drug is CN1CC2CC1CN2c1ccc(-c2ccc3[nH]c(C(F)(F)F)cc3c2)cn1. (3) The molecule is N/C(CC(O)c1cc2c(F)cc(F)cc2c2cc(C(F)(F)F)ccc12)=N\N=C\c1ccc(F)cc1. The result is 1 (blocker). (4) The compound is CC(=O)Nc1cccc(C2CCN(Cc3ccc(C(=O)c4nc5ccccc5n4-c4ccc(F)cc4)cc3)CC2)c1. The result is 1 (blocker). (5) The drug is O=S(=O)(NCCCCN1CCC(c2noc3cc(F)ccc23)CC1)c1cc2ccccc2s1. The result is 1 (blocker). (6) The result is 1 (blocker). The drug is Cc1ccc2c(N3CCN(CCc4cccc5c4OCC(=O)N5CC4CC4)CC3)cccc2n1. (7) The molecule is N=C(N)c1ccc(OCCCCCOc2ccc(C(=N)N)cc2)cc1. The result is 0 (non-blocker). (8) The molecule is COc1ccc(-c2cc3sc(N4CCC(N5CCCCC5)CC4)nc3cn2)cn1. The result is 1 (blocker). (9) The molecule is COc1cnc2ccc(=O)n(CCN3CC[C@@H](NCc4ccc5c(n4)NC(=O)CO5)[C@@H](OC)C3)c2c1. The result is 0 (non-blocker).